Dataset: Forward reaction prediction with 1.9M reactions from USPTO patents (1976-2016). Task: Predict the product of the given reaction. (1) Given the reactants Cl.[F:2][C:3]1[CH:4]=[C:5]([CH:10]2[CH2:13][C:12]3([CH2:18][CH2:17][NH:16][CH2:15][CH2:14]3)[CH2:11]2)[CH:6]=[C:7]([CH3:9])[CH:8]=1.C1([O:25][C:26](=O)[NH:27][C:28]2[O:32][N:31]=[C:30]([CH3:33])[C:29]=2[CH3:34])C=CC=CC=1, predict the reaction product. The product is: [CH3:33][C:30]1[C:29]([CH3:34])=[C:28]([NH:27][C:26]([N:16]2[CH2:15][CH2:14][C:12]3([CH2:13][CH:10]([C:5]4[CH:6]=[C:7]([CH3:9])[CH:8]=[C:3]([F:2])[CH:4]=4)[CH2:11]3)[CH2:18][CH2:17]2)=[O:25])[O:32][N:31]=1. (2) Given the reactants [Br:1][C:2]1[C:11]2[C:6](=[CH:7][CH:8]=[CH:9][CH:10]=2)[CH:5]=[C:4]([C:12]#[N:13])[CH:3]=1.C(N)(=[S:16])C.O, predict the reaction product. The product is: [Br:1][C:2]1[C:11]2[C:6](=[CH:7][CH:8]=[CH:9][CH:10]=2)[CH:5]=[C:4]([C:12](=[S:16])[NH2:13])[CH:3]=1. (3) Given the reactants [F:1][C:2]1[CH:10]=[C:9]([CH3:11])[C:8]([O:12]C)=[CH:7][C:3]=1[C:4]([OH:6])=[O:5].Br, predict the reaction product. The product is: [F:1][C:2]1[CH:10]=[C:9]([CH3:11])[C:8]([OH:12])=[CH:7][C:3]=1[C:4]([OH:6])=[O:5]. (4) Given the reactants [CH:1]([CH:3]1[CH2:8][CH2:7][N:6]([CH2:9][C:10]2[CH:22]=[CH:21][C:13]([C:14]([O:16]C(C)(C)C)=[O:15])=[CH:12][CH:11]=2)[CH2:5][CH2:4]1)=O.[Br:23][C:24]1[CH:29]=[CH:28][C:27]([C@@H:30]2[CH2:32][C@H:31]2[NH2:33])=[CH:26][CH:25]=1.[B-]C#N.[Na+].O, predict the reaction product. The product is: [Br:23][C:24]1[CH:25]=[CH:26][C:27]([C@@H:30]2[CH2:32][C@H:31]2[NH:33][CH2:1][CH:3]2[CH2:4][CH2:5][N:6]([CH2:9][C:10]3[CH:11]=[CH:12][C:13]([C:14]([OH:16])=[O:15])=[CH:21][CH:22]=3)[CH2:7][CH2:8]2)=[CH:28][CH:29]=1. (5) Given the reactants [F:1][C:2]1[CH:7]=[CH:6][C:5]([F:8])=[CH:4][C:3]=1[CH2:9][CH2:10][C:11]([OH:13])=O.[CH3:14][O:15][C:16]1[CH:17]=[C:18]([CH2:24][CH2:25][NH2:26])[CH:19]=[CH:20][C:21]=1[O:22][CH3:23], predict the reaction product. The product is: [F:1][C:2]1[CH:7]=[CH:6][C:5]([F:8])=[CH:4][C:3]=1[CH2:9][CH2:10][C:11]([NH:26][CH2:25][CH2:24][C:18]1[CH:19]=[CH:20][C:21]([O:22][CH3:23])=[C:16]([O:15][CH3:14])[CH:17]=1)=[O:13]. (6) Given the reactants C([O:8][CH2:9][CH2:10][C:11]1[NH:15][N:14]=[C:13]([CH2:16][CH3:17])[C:12]=1[O:18][C:19]1[CH:20]=[C:21]([CH:24]=[C:25]([F:27])[CH:26]=1)[C:22]#[N:23])C1C=CC=CC=1, predict the reaction product. The product is: [CH2:16]([C:13]1[C:12]([O:18][C:19]2[CH:20]=[C:21]([CH:24]=[C:25]([F:27])[CH:26]=2)[C:22]#[N:23])=[C:11]([CH2:10][CH2:9][OH:8])[NH:15][N:14]=1)[CH3:17].